Dataset: Full USPTO retrosynthesis dataset with 1.9M reactions from patents (1976-2016). Task: Predict the reactants needed to synthesize the given product. (1) Given the product [O:40]=[S:21]1(=[O:20])[CH2:26][CH2:25][N:24]2[CH:27]3[CH2:32][CH2:31][C:30]([C:33]4[CH:38]=[CH:37][C:36]([O:39][C:8]5[CH:15]=[C:14]([C:16]([F:19])([F:18])[F:17])[CH:13]=[CH:12][C:9]=5[C:10]#[N:11])=[CH:35][CH:34]=4)([C:23]2=[N:22]1)[CH2:29][CH2:28]3, predict the reactants needed to synthesize it. The reactants are: C(=O)([O-])[O-].[K+].[K+].F[C:8]1[CH:15]=[C:14]([C:16]([F:19])([F:18])[F:17])[CH:13]=[CH:12][C:9]=1[C:10]#[N:11].[O:20]=[S:21]1(=[O:40])[CH2:26][CH2:25][N:24]2[CH:27]3[CH2:32][CH2:31][C:30]([C:33]4[CH:38]=[CH:37][C:36]([OH:39])=[CH:35][CH:34]=4)([C:23]2=[N:22]1)[CH2:29][CH2:28]3.CS(C)=O. (2) Given the product [Cl:1][C:2]1[CH:10]=[CH:9][C:8]([S:11]([NH:14][C:15]([CH3:18])([CH3:17])[CH3:16])(=[O:13])=[O:12])=[CH:7][C:3]=1[C:4]([N:29]1[CH2:28][CH2:27][C:26]([C:22]2[CH:23]=[CH:24][CH:25]=[C:20]([F:19])[CH:21]=2)([CH2:32][CH2:33][N:34]2[CH:35]3[CH2:41][CH2:40][CH:39]2[CH2:38][CH:37]([N:42]2[C:46]4[CH:47]=[CH:48][CH:49]=[CH:50][C:45]=4[N:44]=[C:43]2[CH3:51])[CH2:36]3)[CH2:31][CH2:30]1)=[O:6], predict the reactants needed to synthesize it. The reactants are: [Cl:1][C:2]1[CH:10]=[CH:9][C:8]([S:11]([NH:14][C:15]([CH3:18])([CH3:17])[CH3:16])(=[O:13])=[O:12])=[CH:7][C:3]=1[C:4]([OH:6])=O.[F:19][C:20]1[CH:21]=[C:22]([C:26]2([CH2:32][CH2:33][N:34]3[CH:39]4[CH2:40][CH2:41][CH:35]3[CH2:36][CH:37]([N:42]3[C:46]5[CH:47]=[CH:48][CH:49]=[CH:50][C:45]=5[N:44]=[C:43]3[CH3:51])[CH2:38]4)[CH2:31][CH2:30][NH:29][CH2:28][CH2:27]2)[CH:23]=[CH:24][CH:25]=1.CCN(C(C)C)C(C)C.CN(C(ON1N=NC2C=CC=NC1=2)=[N+](C)C)C.F[P-](F)(F)(F)(F)F.ClC1C(C(N2CCC(C3C=CC=C(F)C=3)(CCN3C4CCC3CC(N3C5C=CC=CC=5N=C3C)C4)CC2)=O)=C(Cl)C=CC=1S(NC)(=O)=O.